From a dataset of HIV replication inhibition screening data with 41,000+ compounds from the AIDS Antiviral Screen. Binary Classification. Given a drug SMILES string, predict its activity (active/inactive) in a high-throughput screening assay against a specified biological target. (1) The molecule is C=CCNC(=S)OCCCCCCCCCC. The result is 0 (inactive). (2) The compound is CC(=O)Oc1ccc(-c2cc3ccccc3oc2=O)cc1OC(C)=O. The result is 0 (inactive). (3) The compound is COC(=O)C1C(OC(=O)c2ccccc2)CC2CCC1N2C(N)=O.O=S(=O)(O)O. The result is 0 (inactive). (4) The drug is Nc1c(Cl)cccc1-c1c[nH]cc1Cl. The result is 0 (inactive). (5) The drug is COc1ccc(OC)c2c1-c1nnnn1CCC2(C)C. The result is 1 (active). (6) The molecule is O=C1C2=C(c3ccccc31)C(c1ccc([N+](=O)[O-])cc1)NC(=S)N2. The result is 0 (inactive). (7) The result is 0 (inactive). The drug is CC1CCCC(=NNC(N)=O)C12CC2.